Dataset: Forward reaction prediction with 1.9M reactions from USPTO patents (1976-2016). Task: Predict the product of the given reaction. (1) Given the reactants [CH3:1][O:2][C:3]1[O:7][C:6](=[O:8])[N:5]([C:9]2[CH:14]=[CH:13][C:12]([NH2:15])=[C:11]([CH3:16])[CH:10]=2)[N:4]=1.[CH2:17]([CH2:21][C:22](=O)[CH3:23])[C:18]([CH3:20])=O, predict the reaction product. The product is: [CH3:1][O:2][C:3]1[O:7][C:6](=[O:8])[N:5]([C:9]2[CH:14]=[CH:13][C:12]([N:15]3[C:22]([CH3:23])=[CH:21][CH:17]=[C:18]3[CH3:20])=[C:11]([CH3:16])[CH:10]=2)[N:4]=1. (2) Given the reactants COC[O:4][C:5]1[CH:41]=[CH:40][C:8]2[N:9]([CH2:24][C:25]3[CH:30]=[CH:29][CH:28]=[C:27]([O:31][CH2:32][CH2:33][N:34]4[CH2:39][CH2:38][CH2:37][CH2:36][CH2:35]4)[CH:26]=3)[CH2:10][CH:11]([C:14]3[CH:19]=[CH:18][C:17]([O:20]COC)=[CH:16][CH:15]=3)[CH2:12][O:13][C:7]=2[CH:6]=1.C(O)(C)C.Cl, predict the reaction product. The product is: [OH:20][C:17]1[CH:16]=[CH:15][C:14]([CH:11]2[CH2:10][N:9]([CH2:24][C:25]3[CH:30]=[CH:29][CH:28]=[C:27]([O:31][CH2:32][CH2:33][N:34]4[CH2:35][CH2:36][CH2:37][CH2:38][CH2:39]4)[CH:26]=3)[C:8]3[CH:40]=[CH:41][C:5]([OH:4])=[CH:6][C:7]=3[O:13][CH2:12]2)=[CH:19][CH:18]=1. (3) Given the reactants C[O:2][C:3](=O)[C:4]1[CH:9]=[CH:8][C:7]([O:10][CH2:11][C:12]2[CH:17]=[CH:16][CH:15]=[CH:14][CH:13]=2)=[C:6]([Cl:18])[CH:5]=1.[H-].[Al+3].[Li+].[H-].[H-].[H-], predict the reaction product. The product is: [CH2:11]([O:10][C:7]1[CH:8]=[CH:9][C:4]([CH2:3][OH:2])=[CH:5][C:6]=1[Cl:18])[C:12]1[CH:17]=[CH:16][CH:15]=[CH:14][CH:13]=1. (4) Given the reactants [Br:1][C:2]1[CH:7]=[CH:6][N:5]=[C:4]([NH2:8])[CH:3]=1.N1[CH:14]=[CH:13][CH:12]=[CH:11][CH:10]=1.[OH2:15], predict the reaction product. The product is: [Br:1][C:2]1[CH:7]=[CH:6][N:5]=[C:4]([NH:8][C:10](=[O:15])[CH2:11][CH:12]2[CH2:14][CH2:13]2)[CH:3]=1. (5) Given the reactants [Cl:1][C:2]1[S:6][C:5]([C:7]([OH:9])=O)=[CH:4][CH:3]=1.[I:10][C:11]1[CH:16]=[CH:15][C:14]([N:17]2[CH:21]=[C:20]([CH2:22][NH2:23])[CH:19]=[N:18]2)=[CH:13][CH:12]=1.F[P-](F)(F)(F)(F)F.N1(O[P+](N(C)C)(N(C)C)N(C)C)C2C=CC=CC=2N=N1.O, predict the reaction product. The product is: [Cl:1][C:2]1[S:6][C:5]([C:7]([NH:23][CH2:22][C:20]2[CH:19]=[N:18][N:17]([C:14]3[CH:15]=[CH:16][C:11]([I:10])=[CH:12][CH:13]=3)[CH:21]=2)=[O:9])=[CH:4][CH:3]=1. (6) The product is: [I:10][C:11]1[CH:17]=[CH:16][C:14]([NH:15][C:7]([C:3]2[S:4][CH:5]=[CH:6][C:2]=2[CH3:1])=[O:9])=[CH:13][CH:12]=1. Given the reactants [CH3:1][C:2]1[CH:6]=[CH:5][S:4][C:3]=1[C:7]([OH:9])=O.[I:10][C:11]1[CH:17]=[CH:16][C:14]([NH2:15])=[CH:13][CH:12]=1.C1C2C(=CC=CC=2)C=CC=1C(O)=O, predict the reaction product. (7) Given the reactants [Br:1][C:2]1[CH:7]=[CH:6][C:5]([NH:8][C:9]2[C:10]([C:19]([NH:21][O:22][CH2:23][CH2:24][O:25]C=C)=[O:20])=[CH:11][C:12]3[O:16][CH:15]=[N:14][C:13]=3[C:17]=2[F:18])=[C:4]([Cl:28])[CH:3]=1.Cl, predict the reaction product. The product is: [Br:1][C:2]1[CH:7]=[CH:6][C:5]([NH:8][C:9]2[C:10]([C:19]([NH:21][O:22][CH2:23][CH2:24][OH:25])=[O:20])=[CH:11][C:12]3[O:16][CH:15]=[N:14][C:13]=3[C:17]=2[F:18])=[C:4]([Cl:28])[CH:3]=1.